The task is: Regression. Given a peptide amino acid sequence and an MHC pseudo amino acid sequence, predict their binding affinity value. This is MHC class I binding data.. This data is from Peptide-MHC class I binding affinity with 185,985 pairs from IEDB/IMGT. (1) The peptide sequence is VYRIMQRGLF. The MHC is HLA-A23:01 with pseudo-sequence HLA-A23:01. The binding affinity (normalized) is 0.726. (2) The peptide sequence is KAAFDLSHFL. The MHC is HLA-A01:01 with pseudo-sequence HLA-A01:01. The binding affinity (normalized) is 0.